This data is from Full USPTO retrosynthesis dataset with 1.9M reactions from patents (1976-2016). The task is: Predict the reactants needed to synthesize the given product. (1) Given the product [C:15]([C:12]1[CH:13]=[C:14]2[C:9]([C:8]([C:17]([OH:19])=[O:18])=[C:7]([C:20]([C:23]3[CH:28]=[CH:27][C:26]([CH2:29][CH3:30])=[C:25]([N:31]4[CH2:32][CH2:33][CH:34]([N:37]5[CH2:38][CH2:39][O:40][CH2:41][CH2:42]5)[CH2:35][CH2:36]4)[CH:24]=3)([CH3:22])[CH3:21])[NH:6]2)=[CH:10][CH:11]=1)#[N:16], predict the reactants needed to synthesize it. The reactants are: Cl.C([N:6]1[C:14]2[C:9](=[CH:10][CH:11]=[C:12]([C:15]#[N:16])[CH:13]=2)[C:8]([C:17]([OH:19])=[O:18])=[C:7]1[C:20]([C:23]1[CH:28]=[CH:27][C:26]([CH2:29][CH3:30])=[C:25]([N:31]2[CH2:36][CH2:35][CH:34]([N:37]3[CH2:42][CH2:41][O:40][CH2:39][CH2:38]3)[CH2:33][CH2:32]2)[CH:24]=1)([CH3:22])[CH3:21])(C)(C)C.C[Si](Cl)(C)C.[OH-].[Na+].OP([O-])([O-])=O.[K+].[K+]. (2) Given the product [F:2][C:3]1[C:11]([CH:12]([C:14]2[N:18]3[N:19]=[C:20]([C:23](=[O:25])[CH3:24])[CH:21]=[CH:22][C:17]3=[N:16][CH:15]=2)[CH3:13])=[C:10]([F:28])[CH:9]=[C:8]2[C:4]=1[CH:5]=[N:6][N:7]2[CH3:29], predict the reactants needed to synthesize it. The reactants are: Cl.[F:2][C:3]1[C:11]([CH:12]([C:14]2[N:18]3[N:19]=[C:20]([C:23]([O:25]CC)=[CH2:24])[CH:21]=[CH:22][C:17]3=[N:16][CH:15]=2)[CH3:13])=[C:10]([F:28])[CH:9]=[C:8]2[C:4]=1[CH:5]=[N:6][N:7]2[CH3:29].C([O-])(O)=O.[Na+]. (3) Given the product [CH2:4]([N:8]1[C:12]2[C:13](=[O:14])[N:2]([CH3:1])[N:3]=[CH:18][C:11]=2[N:10]=[C:9]1[N:20]1[CH2:25][CH2:24][N:23]([C:26]([O:28][C:29]([CH3:32])([CH3:30])[CH3:31])=[O:27])[CH2:22][CH2:21]1)[C:5]#[C:6][CH3:7], predict the reactants needed to synthesize it. The reactants are: [CH3:1][NH:2][NH2:3].[CH2:4]([N:8]1[C:12]([C:13](OCC)=[O:14])=[C:11]([CH:18]=O)[N:10]=[C:9]1[N:20]1[CH2:25][CH2:24][N:23]([C:26]([O:28][C:29]([CH3:32])([CH3:31])[CH3:30])=[O:27])[CH2:22][CH2:21]1)[C:5]#[C:6][CH3:7]. (4) Given the product [F:76][C:70]1[C:71]([F:75])=[CH:72][CH:73]=[CH:74][C:69]=1[CH2:68][S:67][C:52]1[N:51]=[C:50]([NH:8][S:5]([N:1]2[CH2:4][CH2:3][CH2:2]2)(=[O:7])=[O:6])[CH:55]=[C:54]([O:56][C:57]([C@H:60]2[CH2:64][O:63][C:62]([CH3:66])([CH3:65])[O:61]2)([CH3:59])[CH3:58])[N:53]=1, predict the reactants needed to synthesize it. The reactants are: [N:1]1([S:5]([NH2:8])(=[O:7])=[O:6])[CH2:4][CH2:3][CH2:2]1.C1(P(C2CCCCC2)C2C=CC=CC=2C2C(C(C)C)=CC(C(C)C)=CC=2C(C)C)CCCCC1.C(=O)([O-])[O-].[Cs+].[Cs+].Cl[C:50]1[CH:55]=[C:54]([O:56][C:57]([C@H:60]2[CH2:64][O:63][C:62]([CH3:66])([CH3:65])[O:61]2)([CH3:59])[CH3:58])[N:53]=[C:52]([S:67][CH2:68][C:69]2[CH:74]=[CH:73][CH:72]=[C:71]([F:75])[C:70]=2[F:76])[N:51]=1. (5) Given the product [Cl:12][C:13]1[CH:18]=[CH:17][C:16]([O:19][C:2]2[CH:7]=[CH:6][CH:5]=[CH:4][C:3]=2[CH2:8][C:9]([OH:11])=[O:10])=[CH:15][CH:14]=1, predict the reactants needed to synthesize it. The reactants are: Cl[C:2]1[CH:7]=[CH:6][CH:5]=[CH:4][C:3]=1[CH2:8][C:9]([OH:11])=[O:10].[Cl:12][C:13]1[CH:18]=[CH:17][C:16]([OH:19])=[CH:15][CH:14]=1.C([O-])([O-])=O.[K+].[K+].